From a dataset of Catalyst prediction with 721,799 reactions and 888 catalyst types from USPTO. Predict which catalyst facilitates the given reaction. (1) Reactant: [F:1][C:2]([F:21])([F:20])[C:3]([C:6]1[CH:7]=[C:8]2[C:13](=[CH:14][CH:15]=1)[CH:12]=[C:11]([C:16]([O:18][CH3:19])=[O:17])[CH:10]=[CH:9]2)([OH:5])[CH3:4].[H-].[Na+].[CH3:24]I. Product: [F:1][C:2]([F:20])([F:21])[C:3]([C:6]1[CH:7]=[C:8]2[C:13](=[CH:14][CH:15]=1)[CH:12]=[C:11]([C:16]([O:18][CH3:19])=[O:17])[CH:10]=[CH:9]2)([O:5][CH3:24])[CH3:4]. The catalyst class is: 1. (2) Reactant: C(OC([N:8]1[CH2:13][CH2:12][CH:11]([N:14]2[CH2:18][CH2:17][CH2:16][C@H:15]2[CH2:19][O:20][C:21](=[O:28])[C:22]2[CH:27]=[CH:26][CH:25]=[CH:24][CH:23]=2)[CH2:10][CH2:9]1)=O)(C)(C)C.C(O)(C(F)(F)F)=O.C(=O)([O-])[O-].[Na+].[Na+]. Product: [NH:8]1[CH2:13][CH2:12][CH:11]([N:14]2[CH2:18][CH2:17][CH2:16][C@H:15]2[CH2:19][O:20][C:21](=[O:28])[C:22]2[CH:23]=[CH:24][CH:25]=[CH:26][CH:27]=2)[CH2:10][CH2:9]1. The catalyst class is: 2. (3) Reactant: Br[C:2]1[CH:3]=[N:4][C:5]2[C:10]([CH:11]=1)=[CH:9][C:8]([CH2:12][C:13]([OH:15])=[O:14])=[CH:7][CH:6]=2.[CH3:16][N:17]1[CH:21]=[C:20](B2OC(C)(C)C(C)(C)O2)[CH:19]=[N:18]1.O1CCOCC1.C(=O)([O-])[O-].[K+].[K+]. Product: [CH3:16][N:17]1[CH:21]=[C:20]([C:2]2[CH:3]=[N:4][C:5]3[C:10]([CH:11]=2)=[CH:9][C:8]([CH2:12][C:13]([OH:15])=[O:14])=[CH:7][CH:6]=3)[CH:19]=[N:18]1. The catalyst class is: 189. (4) Reactant: [Br:1][C:2]1[C:10]([N+:11]([O-])=O)=[C:9]2[C:5]([C:6]([NH:14][C:15](=[O:19])[CH2:16][CH2:17][CH3:18])=[N:7][NH:8]2)=[CH:4][CH:3]=1.N. Product: [Br:1][C:2]1[C:10]([NH2:11])=[C:9]2[C:5]([C:6]([NH:14][C:15](=[O:19])[CH2:16][CH2:17][CH3:18])=[N:7][NH:8]2)=[CH:4][CH:3]=1. The catalyst class is: 97. (5) Reactant: Br[C:2]1[CH:3]=[C:4]([N:8]2[CH2:13][CH2:12][CH2:11][CH2:10][CH:9]2[C:14]([NH:16][CH2:17][C:18]#[N:19])=[O:15])[CH:5]=[CH:6][CH:7]=1.[C:20]([O:24][C:25]([N:27]1[CH2:32][CH2:31][N:30]([C:33]2[CH:38]=[CH:37][C:36](B(O)O)=[CH:35][CH:34]=2)[CH2:29][CH2:28]1)=[O:26])([CH3:23])([CH3:22])[CH3:21].C([O-])([O-])=O.[Na+].[Na+]. Product: [C:18]([CH2:17][NH:16][C:14]([CH:9]1[CH2:10][CH2:11][CH2:12][CH2:13][N:8]1[C:4]1[CH:3]=[C:2]([C:36]2[CH:35]=[CH:34][C:33]([N:30]3[CH2:29][CH2:28][N:27]([C:25]([O:24][C:20]([CH3:23])([CH3:22])[CH3:21])=[O:26])[CH2:32][CH2:31]3)=[CH:38][CH:37]=2)[CH:7]=[CH:6][CH:5]=1)=[O:15])#[N:19]. The catalyst class is: 151. (6) Reactant: Cl[C:2]1[N:7]=[CH:6][C:5]2[O:8][C:9]3[C:14]([C@@:15]4([CH2:19][O:18][C:17]([NH2:20])=[N:16]4)[C:4]=2[CH:3]=1)=[CH:13][C:12]([C:21]1[CH:22]=[N:23][CH:24]=[C:25]([F:27])[CH:26]=1)=[CH:11][CH:10]=3.[CH3:28][C:29]1([CH3:44])[O:34][CH2:33][CH2:32][C:31](B2OC(C)(C)C(C)(C)O2)=[CH:30]1.O1CCOCC1. Product: [CH3:28][C:29]1([CH3:44])[O:34][CH2:33][CH2:32][C:31]([C:2]2[N:7]=[CH:6][C:5]3[O:8][C:9]4[C:14]([C@@:15]5([CH2:19][O:18][C:17]([NH2:20])=[N:16]5)[C:4]=3[CH:3]=2)=[CH:13][C:12]([C:21]2[CH:22]=[N:23][CH:24]=[C:25]([F:27])[CH:26]=2)=[CH:11][CH:10]=4)=[CH:30]1. The catalyst class is: 161. (7) Product: [CH2:18]([CH:17]([C:16]1[C:11]2[N:12]([C:8]([C:4]3[CH:3]=[C:2]([C:25]4[CH:30]=[CH:29][CH:28]=[CH:27][CH:26]=4)[S:6][C:5]=3[CH3:7])=[C:9]([CH3:23])[N:10]=2)[N:13]=[C:14]([CH3:22])[CH:15]=1)[CH2:20][CH3:21])[CH3:19]. Reactant: Br[C:2]1[S:6][C:5]([CH3:7])=[C:4]([C:8]2[N:12]3[N:13]=[C:14]([CH3:22])[CH:15]=[C:16]([CH:17]([CH2:20][CH3:21])[CH2:18][CH3:19])[C:11]3=[N:10][C:9]=2[CH3:23])[CH:3]=1.[I-].[C:25]1([Zn+])[CH:30]=[CH:29][CH:28]=[CH:27][CH:26]=1.C1COCC1. The catalyst class is: 140. (8) Reactant: Cl.[Cl:2][C:3]1[CH:4]=[CH:5][C:6]2[CH2:12][CH2:11][C:10]3[CH:13]=[CH:14][CH:15]=[CH:16][C:9]=3[N:8]([CH2:17][CH2:18][CH2:19][NH2:20])[C:7]=2[CH:21]=1.CCN(CC)CC.[CH3:29][S:30]([C:33]1[CH:38]=[CH:37][C:36]([S:39](Cl)(=[O:41])=[O:40])=[CH:35][CH:34]=1)(=[O:32])=[O:31]. Product: [Cl:2][C:3]1[CH:4]=[CH:5][C:6]2[CH2:12][CH2:11][C:10]3[CH:13]=[CH:14][CH:15]=[CH:16][C:9]=3[N:8]([CH2:17][CH2:18][CH2:19][NH:20][S:39]([C:36]3[CH:35]=[CH:34][C:33]([S:30]([CH3:29])(=[O:32])=[O:31])=[CH:38][CH:37]=3)(=[O:41])=[O:40])[C:7]=2[CH:21]=1. The catalyst class is: 3. (9) Reactant: [CH2:1]([O:8][C:9]([NH:11][C@@H:12]([CH2:20][CH:21]=O)[C:13]([O:15][C:16]([CH3:19])([CH3:18])[CH3:17])=[O:14])=[O:10])[C:2]1[CH:7]=[CH:6][CH:5]=[CH:4][CH:3]=1.[NH2:23][CH2:24][C@@H:25]1[C@H:29]2[O:30][C:31]([CH3:34])([CH3:33])[O:32][C@H:28]2[C@H:27]([N:35]2[CH:43]=[N:42][C:41]3[C:36]2=[N:37][CH:38]=[N:39][C:40]=3[NH2:44])[O:26]1.C(O[BH-](OC(=O)C)OC(=O)C)(=O)C.[Na+]. Product: [NH2:44][C:40]1[N:39]=[CH:38][N:37]=[C:36]2[C:41]=1[N:42]=[CH:43][N:35]2[C@H:27]1[C@H:28]2[C@H:29]([O:30][C:31]([CH3:33])([CH3:34])[O:32]2)[C@@H:25]([CH2:24][NH:23][CH2:21][CH2:20][C@H:12]([NH:11][C:9](=[O:10])[O:8][CH2:1][C:2]2[CH:3]=[CH:4][CH:5]=[CH:6][CH:7]=2)[C:13]([O:15][C:16]([CH3:17])([CH3:18])[CH3:19])=[O:14])[O:26]1. The catalyst class is: 68.